This data is from Full USPTO retrosynthesis dataset with 1.9M reactions from patents (1976-2016). The task is: Predict the reactants needed to synthesize the given product. (1) Given the product [ClH:1].[Cl:1][C:2]1[CH:3]=[C:4]([CH2:10][NH:11][C@H:12]2[CH2:17][CH2:16][N:15]([CH2:18][CH2:19][N:20]3[C:29]4[C:24](=[N:25][CH:26]=[C:27]([F:30])[CH:28]=4)[CH:23]=[CH:22][C:21]3=[O:31])[CH2:14][C@H:13]2[OH:32])[CH:5]=[N:6][C:7]=1[CH2:8][OH:9], predict the reactants needed to synthesize it. The reactants are: [Cl:1][C:2]1[CH:3]=[C:4]([CH2:10][NH:11][C@H:12]2[CH2:17][CH2:16][N:15]([CH2:18][CH2:19][N:20]3[C:29]4[C:24](=[N:25][CH:26]=[C:27]([F:30])[CH:28]=4)[CH:23]=[CH:22][C:21]3=[O:31])[CH2:14][C@H:13]2[OH:32])[CH:5]=[N:6][C:7]=1[CH2:8][OH:9].Cl. (2) Given the product [Br:15][C:7]1[N:6]=[C:5]2[C:10]([NH:11][CH:12]=[N:4]2)=[C:9]([I:13])[N:8]=1, predict the reactants needed to synthesize it. The reactants are: C([N:4]1[CH:12]=[N:11][C:10]2[C:5]1=[N:6][C:7](N)=[N:8][C:9]=2[I:13])(=O)C.[Br:15][Si](C)(C)C.N(OCCC(C)C)=O. (3) Given the product [Cl:1][C:2]1[CH:3]=[CH:4][C:5]2[C:11]3[N:33]=[C:32]([NH:31][C:26]4[CH:25]=[C:24]([CH3:23])[CH:29]=[C:28]([CH3:30])[CH:27]=4)[N:34]=[CH:13][C:10]=3[CH2:9][C:8](=[O:17])[NH:7][C:6]=2[CH:18]=1, predict the reactants needed to synthesize it. The reactants are: [Cl:1][C:2]1[CH:3]=[CH:4][C:5]2[C:11](=O)[C:10](=[CH:13]N(C)C)[CH2:9][C:8](=[O:17])[NH:7][C:6]=2[CH:18]=1.[N+]([O-])(O)=O.[CH3:23][C:24]1[CH:25]=[C:26]([NH:31][C:32]([NH2:34])=[NH:33])[CH:27]=[C:28]([CH3:30])[CH:29]=1. (4) Given the product [NH2:1][C:2]1[CH:9]=[C:8]([NH:17][C@@H:12]2[CH2:13][CH2:14][CH2:15][CH2:16][C@@H:11]2[NH2:18])[CH:7]=[CH:6][C:3]=1[C:4]#[N:5], predict the reactants needed to synthesize it. The reactants are: [NH2:1][C:2]1[CH:9]=[C:8](F)[CH:7]=[CH:6][C:3]=1[C:4]#[N:5].[C@@H:11]1([NH2:18])[CH2:16][CH2:15][CH2:14][CH2:13][C@@H:12]1[NH2:17]. (5) Given the product [CH:1]([N:4]1[C:12]2[CH:11]=[C:10]([NH:13][C:14]3[CH:19]=[CH:18][N:17]=[C:16]([N:20]4[CH2:24][CH2:23][C:22]([CH3:28])([C:25]([NH2:35])=[O:27])[CH2:21]4)[N:15]=3)[N:9]=[CH:8][C:7]=2[N:6]=[C:5]1[CH3:29])([CH3:2])[CH3:3], predict the reactants needed to synthesize it. The reactants are: [CH:1]([N:4]1[C:12]2[CH:11]=[C:10]([NH:13][C:14]3[CH:19]=[CH:18][N:17]=[C:16]([N:20]4[CH2:24][CH2:23][C:22]([CH3:28])([C:25]([OH:27])=O)[CH2:21]4)[N:15]=3)[N:9]=[CH:8][C:7]=2[N:6]=[C:5]1[CH3:29])([CH3:3])[CH3:2].[Cl-].[NH4+].C([N:35](CC)C(C)C)(C)C.F[P-](F)(F)(F)(F)F.CN(C(N(C)C)=[N+]1C2C(=NC=CC=2)[N+]([O-])=N1)C. (6) Given the product [F:1][C:2]1[C:7]2[C:8]([C:18]([OH:20])=[O:19])=[C:9]([C:11]3[CH:12]=[CH:13][C:14]([F:17])=[CH:15][CH:16]=3)[O:10][C:6]=2[CH:5]=[CH:4][C:3]=1[OH:23], predict the reactants needed to synthesize it. The reactants are: [F:1][C:2]1[C:7]2[C:8]([C:18]([O:20]CC)=[O:19])=[C:9]([C:11]3[CH:16]=[CH:15][C:14]([F:17])=[CH:13][CH:12]=3)[O:10][C:6]=2[CH:5]=[CH:4][C:3]=1[OH:23].C1COCC1.[OH-].[Na+].Cl. (7) Given the product [CH3:1][O:2][C:3]([C:5]1[CH:14]=[C:13]([C:15]([O:17][CH3:18])=[O:16])[C:12]2[C:11]3[NH:19][C:20]([C:22]([O:24][CH2:25][CH3:26])=[O:23])=[CH:21][C:10]=3[C:9](=[O:30])[C:8](=[O:27])[C:7]=2[N:6]=1)=[O:4], predict the reactants needed to synthesize it. The reactants are: [CH3:1][O:2][C:3]([C:5]1[CH:14]=[C:13]([C:15]([O:17][CH3:18])=[O:16])[C:12]2[C:7](=[C:8]([O:27]C)[CH:9]=[C:10]3[CH:21]=[C:20]([C:22]([O:24][CH2:25][CH3:26])=[O:23])[NH:19][C:11]3=2)[N:6]=1)=[O:4].[N+]([O-])([O-])=[O:30].[NH4+].C(#N)C.